This data is from Forward reaction prediction with 1.9M reactions from USPTO patents (1976-2016). The task is: Predict the product of the given reaction. (1) Given the reactants [Br:1][C:2]1[CH:11]=[CH:10][C:9]2[O:8][C@H:7]3[CH2:12][CH2:13][CH2:14][O:15][C@@H:6]3[C@:5]3([C:19](=[O:20])[N:18]([CH3:21])[C:17](=S)[NH:16]3)[C:4]=2[CH:3]=1.CO.C(OO)(C)(C)C.[OH-].[NH4+:32], predict the reaction product. The product is: [NH2:32][C:17]1[N:18]([CH3:21])[C:19](=[O:20])[C@:5]2([N:16]=1)[C:4]1[CH:3]=[C:2]([Br:1])[CH:11]=[CH:10][C:9]=1[O:8][C@H:7]1[CH2:12][CH2:13][CH2:14][O:15][C@H:6]21. (2) Given the reactants CC[N+](S(N=C(OC)[O-])(=O)=O)(CC)CC.O[C:17]1([C:30]2[CH:35]=[CH:34][C:33]([CH2:36][O:37][C:38]3[C:47]4[C:42](=[CH:43][CH:44]=[CH:45][CH:46]=4)[C:41]4=[N:48][N:49]=[C:50]([C:51]5[CH:55]=[C:54]([CH3:56])[O:53][N:52]=5)[N:40]4[N:39]=3)=[CH:32][N:31]=2)[CH2:22][CH2:21][N:20]([C:23]([O:25][C:26]([CH3:29])([CH3:28])[CH3:27])=[O:24])[CH2:19][CH2:18]1, predict the reaction product. The product is: [CH3:56][C:54]1[O:53][N:52]=[C:51]([C:50]2[N:40]3[N:39]=[C:38]([O:37][CH2:36][C:33]4[CH:34]=[CH:35][C:30]([C:17]5[CH2:22][CH2:21][N:20]([C:23]([O:25][C:26]([CH3:29])([CH3:28])[CH3:27])=[O:24])[CH2:19][CH:18]=5)=[N:31][CH:32]=4)[C:47]4[C:42]([C:41]3=[N:48][N:49]=2)=[CH:43][CH:44]=[CH:45][CH:46]=4)[CH:55]=1. (3) Given the reactants C(OC(=O)[NH:7][C@H:8]([C:10]1[N:14]([C@H:15]2[CH2:18][C@@H:17]([O:19][CH3:20])[CH2:16]2)[C:13]2[CH:21]=[C:22]([F:25])[CH:23]=[CH:24][C:12]=2[N:11]=1)[CH3:9])(C)(C)C.C(O)(C(F)(F)F)=O, predict the reaction product. The product is: [F:25][C:22]1[CH:23]=[CH:24][C:12]2[N:11]=[C:10]([C@@H:8]([NH2:7])[CH3:9])[N:14]([C@H:15]3[CH2:18][C@@H:17]([O:19][CH3:20])[CH2:16]3)[C:13]=2[CH:21]=1. (4) Given the reactants [Cl:1][C:2]1[CH:3]=[C:4]([CH:19]=[CH:20][C:21]=1[Cl:22])[CH2:5][N:6]1[CH2:11][CH2:10][N:9]([C:12]2[CH:17]=[CH:16][CH:15]=[CH:14][C:13]=2[NH2:18])[CH2:8][CH2:7]1.[CH3:23][O:24][C:25]1[CH:26]=[C:27]([N:31]=[C:32]=[O:33])[CH:28]=[CH:29][CH:30]=1, predict the reaction product. The product is: [Cl:1][C:2]1[CH:3]=[C:4]([CH:19]=[CH:20][C:21]=1[Cl:22])[CH2:5][N:6]1[CH2:7][CH2:8][N:9]([C:12]2[CH:17]=[CH:16][CH:15]=[CH:14][C:13]=2[NH:18][C:32]([NH:31][C:27]2[CH:28]=[CH:29][CH:30]=[C:25]([O:24][CH3:23])[CH:26]=2)=[O:33])[CH2:10][CH2:11]1. (5) Given the reactants [CH2:1]([O:3][C:4](=[O:14])[CH2:5][C:6]1[CH:11]=[CH:10][C:9]([NH:12][NH2:13])=[CH:8][CH:7]=1)[CH3:2].[F:15][C:16]1[CH:21]=[CH:20][C:19]([C:22](=O)[CH2:23][C:24]#[N:25])=[CH:18][CH:17]=1, predict the reaction product. The product is: [CH2:1]([O:3][C:4](=[O:14])[CH2:5][C:6]1[CH:11]=[CH:10][C:9]([N:12]2[C:24]([NH2:25])=[CH:23][C:22]([C:19]3[CH:18]=[CH:17][C:16]([F:15])=[CH:21][CH:20]=3)=[N:13]2)=[CH:8][CH:7]=1)[CH3:2]. (6) The product is: [CH2:1]([C@H:3]([NH:10][C:11]([C:13]1[C:22]2[C:17](=[CH:18][CH:19]=[CH:20][CH:21]=2)[N:16]=[C:15]([C:23]2[CH:28]=[CH:27][CH:26]=[CH:25][CH:24]=2)[C:14]=1[O:29][CH2:30][CH2:31][N:32]1[CH:41]=[CH:40][C:39]2[C:34](=[CH:35][CH:36]=[CH:37][CH:38]=2)[C:33]1=[O:43])=[O:12])[C:4]1[CH:9]=[CH:8][CH:7]=[CH:6][CH:5]=1)[CH3:2]. Given the reactants [CH2:1]([C@H:3]([NH:10][C:11]([C:13]1[C:22]2[C:17](=[CH:18][CH:19]=[CH:20][CH:21]=2)[N:16]=[C:15]([C:23]2[CH:28]=[CH:27][CH:26]=[CH:25][CH:24]=2)[C:14]=1[O:29][CH2:30][CH2:31][N:32]1[CH:41](O)[CH2:40][C:39]2[C:34](=[CH:35][CH:36]=[CH:37][CH:38]=2)[C:33]1=[O:43])=[O:12])[C:4]1[CH:9]=[CH:8][CH:7]=[CH:6][CH:5]=1)[CH3:2].CS(Cl)(=O)=O.C([O-])(O)=O.[Na+], predict the reaction product.